Dataset: Forward reaction prediction with 1.9M reactions from USPTO patents (1976-2016). Task: Predict the product of the given reaction. Given the reactants [Cl:1][C:2]1[CH:10]=[CH:9][C:8]([C:11]2[C:12]([C@@H:23]([NH:33][C:34](=[O:52])[CH2:35][N:36]3[C:40]4[C:41]([F:46])([F:45])[C@@H:42]5[CH2:44][C@@H:43]5[C:39]=4[C:38]([C:47]([N:49](C)[CH3:50])=[O:48])=[N:37]3)[CH2:24][C:25]3[CH:30]=[C:29]([F:31])[CH:28]=[C:27]([F:32])[CH:26]=3)=[N:13][C:14]([C:17]#[C:18][C:19]([OH:22])([CH3:21])[CH3:20])=[CH:15][CH:16]=2)=[C:7]2[C:3]=1[C:4]([NH:54][S:55]([CH3:58])(=[O:57])=[O:56])=[N:5][N:6]2[CH3:53].CN, predict the reaction product. The product is: [Cl:1][C:2]1[CH:10]=[CH:9][C:8]([C:11]2[C:12]([C@@H:23]([NH:33][C:34](=[O:52])[CH2:35][N:36]3[C:40]4[C:41]([F:45])([F:46])[C@@H:42]5[CH2:44][C@@H:43]5[C:39]=4[C:38]([C:47]([NH:49][CH3:50])=[O:48])=[N:37]3)[CH2:24][C:25]3[CH:30]=[C:29]([F:31])[CH:28]=[C:27]([F:32])[CH:26]=3)=[N:13][C:14]([C:17]#[C:18][C:19]([OH:22])([CH3:20])[CH3:21])=[CH:15][CH:16]=2)=[C:7]2[C:3]=1[C:4]([NH:54][S:55]([CH3:58])(=[O:56])=[O:57])=[N:5][N:6]2[CH3:53].